This data is from Reaction yield outcomes from USPTO patents with 853,638 reactions. The task is: Predict the reaction yield, written as a fraction of the theoretical maximum amount of product (1.0 means a 100% yield; for example, 0.34 means a 34% yield). (1) The reactants are [CH:1]1([N:4]2[C:13]3[C:8](=[CH:9][CH:10]=[CH:11][CH:12]=3)[N:7]([C:14]([C@@H:16]3[CH2:20][CH2:19][CH2:18][NH:17]3)=[O:15])[CH2:6][CH2:5]2)[CH2:3][CH2:2]1.[Cl:21][C:22]1[CH:29]=[CH:28][C:27]([C:30]([F:33])([F:32])[F:31])=[CH:26][C:23]=1[CH:24]=O.[BH3-]C#N.[Na+]. The catalyst is ClCCl. The product is [Cl:21][C:22]1[CH:29]=[CH:28][C:27]([C:30]([F:31])([F:32])[F:33])=[CH:26][C:23]=1[CH2:24][N:17]1[CH2:18][CH2:19][CH2:20][C@H:16]1[C:14]([N:7]1[C:8]2[C:13](=[CH:12][CH:11]=[CH:10][CH:9]=2)[N:4]([CH:1]2[CH2:3][CH2:2]2)[CH2:5][CH2:6]1)=[O:15]. The yield is 0.130. (2) The reactants are [CH3:1][O:2][C:3]1[C:8]([O:9][CH3:10])=[CH:7][CH:6]=[CH:5][C:4]=1[CH:11]([CH:13]1[CH2:18][CH2:17][N:16]([CH2:19][CH2:20][C:21]2[CH:26]=[CH:25][C:24]([F:27])=[CH:23][CH:22]=2)[CH2:15][CH2:14]1)[OH:12].CCOC(C)=O. The catalyst is C(OC)(C)(C)C.P([O-])([O-])([O-])=O. The product is [CH3:1][O:2][C:3]1[C:8]([O:9][CH3:10])=[CH:7][CH:6]=[CH:5][C:4]=1[C@@H:11]([CH:13]1[CH2:14][CH2:15][N:16]([CH2:19][CH2:20][C:21]2[CH:26]=[CH:25][C:24]([F:27])=[CH:23][CH:22]=2)[CH2:17][CH2:18]1)[OH:12]. The yield is 0.520. (3) The reactants are [Cl:1][C:2]1[CH:3]=[C:4]([CH:7]=[CH:8][C:9]=1F)[C:5]#[N:6].[CH2:11]([NH2:14])[CH2:12][CH3:13]. The catalyst is C1COCC1. The product is [Cl:1][C:2]1[CH:3]=[C:4]([CH:7]=[CH:8][C:9]=1[NH:14][CH2:11][CH2:12][CH3:13])[C:5]#[N:6]. The yield is 0.940. (4) The reactants are [O:1]=[S:2]1(=[O:8])[CH2:7][CH2:6][CH2:5][CH2:4][NH:3]1.[H-].[Na+].F[C:12]1[CH:19]=[CH:18][CH:17]=[CH:16][C:13]=1[C:14]#[N:15]. The catalyst is CN(C)C=O.O. The product is [O:1]=[S:2]1(=[O:8])[CH2:7][CH2:6][CH2:5][CH2:4][N:3]1[C:12]1[CH:19]=[CH:18][CH:17]=[CH:16][C:13]=1[C:14]#[N:15]. The yield is 0.700. (5) The reactants are [CH2:1]([C:3]1[CH:8]=[CH:7][CH:6]=[C:5]([CH2:9][CH3:10])[C:4]=1[NH:11][C:12]([C:14]1[C:18]2[CH2:19][CH2:20][C:21]3[CH:22]=[N:23][C:24]([NH:27][C:28]4[CH:33]=[CH:32][C:31]([CH:34]=O)=[CH:30][C:29]=4[O:36][CH3:37])=[N:25][C:26]=3[C:17]=2[N:16]([CH3:38])[N:15]=1)=[O:13])[CH3:2].[CH3:39][N:40]1[CH2:45][CH2:44][NH:43][CH2:42][CH2:41]1.[BH-](OC(C)=O)(OC(C)=O)OC(C)=O.[Na+].CC(O)=O. The catalyst is C(Cl)Cl. The product is [CH2:1]([C:3]1[CH:8]=[CH:7][CH:6]=[C:5]([CH2:9][CH3:10])[C:4]=1[NH:11][C:12]([C:14]1[C:18]2[CH2:19][CH2:20][C:21]3[CH:22]=[N:23][C:24]([NH:27][C:28]4[CH:33]=[CH:32][C:31]([CH2:34][N:43]5[CH2:44][CH2:45][N:40]([CH3:39])[CH2:41][CH2:42]5)=[CH:30][C:29]=4[O:36][CH3:37])=[N:25][C:26]=3[C:17]=2[N:16]([CH3:38])[N:15]=1)=[O:13])[CH3:2]. The yield is 0.750. (6) The reactants are [CH2:1]([O:8][C:9]([N:11]1[CH2:14][CH:13]([N:15]2[CH2:20][CH2:19][N:18]([C:21](OC(C)(C)C)=O)[C@@H:17]([CH3:28])[CH2:16]2)[CH2:12]1)=[O:10])[C:2]1[CH:7]=[CH:6][CH:5]=[CH:4][CH:3]=1.C(O)(C(F)(F)F)=O.C=O.C(O[BH-](OC(=O)C)OC(=O)C)(=O)C.[Na+].C(=O)([O-])O.[Na+]. The catalyst is O.C1COCC1.ClCCl. The product is [CH3:28][C@@H:17]1[N:18]([CH3:21])[CH2:19][CH2:20][N:15]([CH:13]2[CH2:12][N:11]([C:9]([O:8][CH2:1][C:2]3[CH:7]=[CH:6][CH:5]=[CH:4][CH:3]=3)=[O:10])[CH2:14]2)[CH2:16]1. The yield is 1.00. (7) The reactants are [Br:1][C:2]1[CH:3]=[C:4]2[CH:10]=[N:9][NH:8][C:5]2=[N:6][CH:7]=1.O[CH2:12][N:13]1[CH2:17][CH:16]([CH2:18][CH2:19][CH3:20])[CH2:15][C:14]1=[O:21]. The catalyst is FC(F)(F)C(O)=O. The product is [Br:1][C:2]1[CH:7]=[N:6][C:5]2=[N:8][N:9]([CH2:12][N:13]3[CH2:17][CH:16]([CH2:18][CH2:19][CH3:20])[CH2:15][C:14]3=[O:21])[CH:10]=[C:4]2[CH:3]=1. The yield is 0.0780. (8) The reactants are C[C@@]1(C2C=CC3C(=CC=C(O[C@H]4CC[C@H]([C:18]([F:21])([F:20])[F:19])CC4)C=3[C:18]([F:21])([F:20])[F:19])C=2)COC(=O)N1.[CH3:33][O:34][C:35](=[O:65])[CH2:36][CH2:37][C:38]([C:43]1[CH:52]=[CH:51][C:50]2[C:45](=[CH:46][CH:47]=[C:48]([O:54][C@H:55]3[CH2:60][CH2:59][C@@H:58]([C:61]([F:64])([F:63])[F:62])[CH2:57][CH2:56]3)[C:49]=2I)[CH:44]=1)([N+:40]([O-:42])=[O:41])[CH3:39]. No catalyst specified. The product is [CH3:33][O:34][C:35](=[O:65])[CH2:36][CH2:37][C:38]([N+:40]([O-:42])=[O:41])([C:43]1[CH:52]=[CH:51][C:50]2[C:45](=[CH:46][CH:47]=[C:48]([O:54][C@H:55]3[CH2:60][CH2:59][C@@H:58]([C:61]([F:64])([F:63])[F:62])[CH2:57][CH2:56]3)[C:49]=2[C:18]([F:21])([F:20])[F:19])[CH:44]=1)[CH3:39]. The yield is 0.840.